This data is from Forward reaction prediction with 1.9M reactions from USPTO patents (1976-2016). The task is: Predict the product of the given reaction. (1) Given the reactants [C:1](=[O:4])([O-])[O-:2].[Li+].[Li+].[CH3:7][C:8]([OH:10])=[O:9].[CH2:11]([O:14][CH2:15][C@H:16](NC(=O)OC(C)(C)C)[C@H:17]1[CH2:19][O:18]1)[CH:12]=[CH2:13].C(O)(=O)[CH2:29][C:30]([CH2:35]C(O)=O)([C:32](O)=O)O, predict the reaction product. The product is: [C:8]([O:10][CH2:19][C@@H:17]([OH:18])[C@@H:16]([C:1]([O:2][C:30]([CH3:35])([CH3:32])[CH3:29])=[O:4])[CH2:15][O:14][CH2:11][CH:12]=[CH2:13])(=[O:9])[CH3:7]. (2) Given the reactants [C:1]([O:5][C:6](=[O:33])[NH:7][CH2:8][CH2:9][CH2:10][N:11]1[C:20]2[CH:19]=[CH:18][C:17]([F:21])=[CH:16][C:15]=2[C:14]2=[N:22][N:23]([CH:26]3[CH2:31][CH2:30][CH2:29][CH2:28][O:27]3)[C:24]([CH3:25])=[C:13]2[C:12]1=[O:32])([CH3:4])([CH3:3])[CH3:2].[H-].[Na+].[CH3:36]I, predict the reaction product. The product is: [C:1]([O:5][C:6](=[O:33])[N:7]([CH2:8][CH2:9][CH2:10][N:11]1[C:20]2[CH:19]=[CH:18][C:17]([F:21])=[CH:16][C:15]=2[C:14]2=[N:22][N:23]([CH:26]3[CH2:31][CH2:30][CH2:29][CH2:28][O:27]3)[C:24]([CH3:25])=[C:13]2[C:12]1=[O:32])[CH3:36])([CH3:4])([CH3:2])[CH3:3]. (3) Given the reactants [NH:1]1[CH2:6][CH2:5][CH2:4][CH2:3][CH:2]1[CH2:7][OH:8].CCN(C(C)C)C(C)C.[CH3:18][C:19]([O:22][C:23](O[C:23]([O:22][C:19]([CH3:21])([CH3:20])[CH3:18])=[O:24])=[O:24])([CH3:21])[CH3:20], predict the reaction product. The product is: [OH:8][CH2:7][CH:2]1[CH2:3][CH2:4][CH2:5][CH2:6][N:1]1[C:23]([O:22][C:19]([CH3:21])([CH3:20])[CH3:18])=[O:24]. (4) Given the reactants [OH:1][C:2]1[CH:3]=[C:4]([CH:9]=[CH:10][C:11]=1I)[C:5]([O:7][CH3:8])=[O:6].[CH3:13][Si:14]([C:17]#[CH:18])([CH3:16])[CH3:15].C(N(CC)CC)C, predict the reaction product. The product is: [OH:1][C:2]1[CH:3]=[C:4]([CH:9]=[CH:10][C:11]=1[C:18]#[C:17][Si:14]([CH3:16])([CH3:15])[CH3:13])[C:5]([O:7][CH3:8])=[O:6]. (5) Given the reactants [CH:1]1([N:6]2[C:14]3[CH:13]=[CH:12][N:11]=[C:10]([O:15][CH3:16])[C:9]=3[C:8]([C:17]3[CH:18]=[C:19]([C:22]([O:24][CH3:25])=[O:23])[S:20][CH:21]=3)=[N:7]2)[CH2:5][CH2:4][CH2:3][CH2:2]1.C1C(=O)N([Br:33])C(=O)C1.S([O-])([O-])(=O)=S.[Na+].[Na+], predict the reaction product. The product is: [Br:33][C:13]1[C:14]2[N:6]([CH:1]3[CH2:2][CH2:3][CH2:4][CH2:5]3)[N:7]=[C:8]([C:17]3[CH:18]=[C:19]([C:22]([O:24][CH3:25])=[O:23])[S:20][CH:21]=3)[C:9]=2[C:10]([O:15][CH3:16])=[N:11][CH:12]=1. (6) Given the reactants [Si:1]([O:8][C@@H:9]1[C@H:13]([CH2:14][CH3:15])[NH:12][C:11](=[O:16])[CH2:10]1)([C:4]([CH3:7])([CH3:6])[CH3:5])([CH3:3])[CH3:2].[Cl:17][C:18]1[C:25]([CH3:26])=[C:24](I)[CH:23]=[CH:22][C:19]=1[C:20]#[N:21].C(=O)([O-])[O-].[Cs+].[Cs+].C1(P(C2C=CC=CC=2)C2C3OC4C(=CC=CC=4P(C4C=CC=CC=4)C4C=CC=CC=4)C(C)(C)C=3C=CC=2)C=CC=CC=1, predict the reaction product. The product is: [Si:1]([O:8][C@H:9]1[CH2:10][C:11](=[O:16])[N:12]([C:24]2[CH:23]=[CH:22][C:19]([C:20]#[N:21])=[C:18]([Cl:17])[C:25]=2[CH3:26])[C@H:13]1[CH2:14][CH3:15])([C:4]([CH3:7])([CH3:6])[CH3:5])([CH3:3])[CH3:2]. (7) Given the reactants [F:1][C@H:2]1[C@@H:7]([O:8][C:9]2[CH:16]=[CH:15][C:14]([C:17]3[N:22]=[C:21]([NH:23][C:24]4[CH:29]=[CH:28][C:27]([N:30]5[CH2:35][CH2:34][NH:33][CH2:32][C@@H:31]5[CH3:36])=[C:26]([O:37][CH3:38])[CH:25]=4)[N:20]=[CH:19][N:18]=3)=[CH:13][C:10]=2[C:11]#[N:12])[CH2:6][CH2:5][N:4]([C:39](=[O:43])[C@@H:40]([OH:42])[CH3:41])[CH2:3]1.C=O.[C:46](O[BH-](OC(=O)C)OC(=O)C)(=O)C.[Na+], predict the reaction product. The product is: [CH3:36][C@H:31]1[CH2:32][N:33]([CH3:46])[CH2:34][CH2:35][N:30]1[C:27]1[CH:28]=[CH:29][C:24]([NH:23][C:21]2[N:20]=[CH:19][N:18]=[C:17]([C:14]3[CH:15]=[CH:16][C:9]([O:8][C@H:7]4[CH2:6][CH2:5][N:4]([C:39](=[O:43])[C@@H:40]([OH:42])[CH3:41])[CH2:3][C@H:2]4[F:1])=[C:10]([CH:13]=3)[C:11]#[N:12])[N:22]=2)=[CH:25][C:26]=1[O:37][CH3:38]. (8) Given the reactants [I:1][C:2]1[CH:7]=[CH:6][C:5]([OH:8])=[CH:4][CH:3]=1.[H-].[Na+].[CH3:11][O:12][C:13]([C:15]1[O:16][C:17]([CH2:20]Cl)=[CH:18][CH:19]=1)=[O:14], predict the reaction product. The product is: [CH3:11][O:12][C:13]([C:15]1[O:16][C:17]([CH2:20][O:8][C:5]2[CH:6]=[CH:7][C:2]([I:1])=[CH:3][CH:4]=2)=[CH:18][CH:19]=1)=[O:14]. (9) Given the reactants C([O:7][C:8]1[C:9]([CH3:28])=[C:10]2[N:15]([CH:16]=1)[N:14]=[CH:13][N:12]=[C:11]2[O:17][C:18]1[CH:23]=[CH:22][C:21]([N+:24]([O-:26])=[O:25])=[CH:20][C:19]=1[F:27])(=O)C(C)(C)C.[OH-].[Na+].Cl, predict the reaction product. The product is: [F:27][C:19]1[CH:20]=[C:21]([N+:24]([O-:26])=[O:25])[CH:22]=[CH:23][C:18]=1[O:17][C:11]1[C:10]2=[C:9]([CH3:28])[C:8]([OH:7])=[CH:16][N:15]2[N:14]=[CH:13][N:12]=1. (10) Given the reactants IC1C=CC=CC=1S([O-])(=O)=O.[Na+].OOS([O-])=O.[K+].S([O-])([O-])(=O)=O.[Na+].[Na+].[O:26]1[C:30]2([CH2:35][CH2:34][CH:33]([OH:36])[CH2:32][CH2:31]2)[O:29][CH2:28][CH2:27]1, predict the reaction product. The product is: [O:26]1[C:30]2([CH2:31][CH2:32][C:33](=[O:36])[CH2:34][CH2:35]2)[O:29][CH2:28][CH2:27]1.